This data is from Full USPTO retrosynthesis dataset with 1.9M reactions from patents (1976-2016). The task is: Predict the reactants needed to synthesize the given product. Given the product [N:18]1([C:16]([C:15]2[CH:14]=[C:13]([CH:33]=[CH:32][CH:31]=2)[CH2:12][C:5]2[C:6]3[CH2:7][CH2:8][CH2:9][CH2:10][C:11]=3[C:2](=[O:1])[NH:3][N:4]=2)=[O:17])[CH2:23][CH2:22][NH:21][CH2:20][CH2:19]1.[F:34][C:35]([F:40])([F:39])[C:36]([OH:38])=[O:37], predict the reactants needed to synthesize it. The reactants are: [O:1]=[C:2]1[C:11]2[CH2:10][CH2:9][CH2:8][CH2:7][C:6]=2[C:5]([CH2:12][C:13]2[CH:14]=[C:15]([CH:31]=[CH:32][CH:33]=2)[C:16]([N:18]2[CH2:23][CH2:22][N:21](C(OC(C)(C)C)=O)[CH2:20][CH2:19]2)=[O:17])=[N:4][NH:3]1.[F:34][C:35]([F:40])([F:39])[C:36]([OH:38])=[O:37].